Task: Regression. Given a peptide amino acid sequence and an MHC pseudo amino acid sequence, predict their binding affinity value. This is MHC class I binding data.. Dataset: Peptide-MHC class I binding affinity with 185,985 pairs from IEDB/IMGT (1) The peptide sequence is RRSRPSGDL. The MHC is HLA-B27:05 with pseudo-sequence HLA-B27:05. The binding affinity (normalized) is 0.476. (2) The peptide sequence is VLPPLSADL. The MHC is HLA-A01:01 with pseudo-sequence HLA-A01:01. The binding affinity (normalized) is 0.0847. (3) The peptide sequence is DGPHAGLPV. The MHC is H-2-Dd with pseudo-sequence H-2-Dd. The binding affinity (normalized) is 0.256. (4) The peptide sequence is KAAFDLSHFL. The MHC is HLA-A02:01 with pseudo-sequence HLA-A02:01. The binding affinity (normalized) is 0.153. (5) The peptide sequence is ARRHRILDIYL. The MHC is Mamu-B08 with pseudo-sequence Mamu-B08. The binding affinity (normalized) is 0.592.